From a dataset of Full USPTO retrosynthesis dataset with 1.9M reactions from patents (1976-2016). Predict the reactants needed to synthesize the given product. (1) Given the product [ClH:77].[ClH:77].[CH3:78][C:79]1([CH3:86])[CH2:84][CH2:83][CH:82]([NH:85][CH2:87][C:10]2[CH:37]=[CH:14][C:13]([C:48]3[C:75]([CH3:76])=[CH:74][C:51]4[N:52]=[CH:53][NH:54][C:50]=4[CH:49]=3)=[CH:12][C:11]=2[CH3:38])[CH2:81][CH2:80]1, predict the reactants needed to synthesize it. The reactants are: CC1C=C([C:10]2[C:11]([CH3:38])=[CH:12][C:13]3N=CN(C(C4C=CC=CC=4)(C4C=CC=CC=4)C4C=CC=CC=4)[C:14]=3[CH:37]=2)C=CC=1C=O.CC1C=C([C:48]2[C:75]([CH3:76])=[CH:74][C:51]3[N:52](C(C4C=CC=CC=4)(C4C=CC=CC=4)C4C=CC=CC=4)[CH:53]=[N:54][C:50]=3[CH:49]=2)C=CC=1C=O.[ClH:77].[CH3:78][C:79]1([CH3:86])[CH2:84][CH2:83][CH:82]([NH2:85])[CH2:81][CH2:80]1.[CH2:87](N(CC)CC)C.C(O[BH-](OC(=O)C)OC(=O)C)(=O)C.[Na+].Cl.O1CCOCC1. (2) Given the product [NH2:39][C:12]1[CH:13]=[C:14]2[N:6]([C:4](=[O:5])[C:3]3[C:29]([C:33]([F:36])([F:35])[F:34])=[CH:30][CH:31]=[CH:32][C:2]=3[Cl:1])[N:7]=[C:8]([C:18]3[CH:23]=[CH:22][C:21]([C:24]([O:26][CH3:27])=[O:25])=[CH:20][C:19]=3[F:28])[C:9]2=[N:10][CH:11]=1, predict the reactants needed to synthesize it. The reactants are: [Cl:1][C:2]1[CH:32]=[CH:31][CH:30]=[C:29]([C:33]([F:36])([F:35])[F:34])[C:3]=1[C:4]([N:6]1[C:14]2[C:9](=[N:10][CH:11]=[C:12](C(O)=O)[CH:13]=2)[C:8]([C:18]2[CH:23]=[CH:22][C:21]([C:24]([O:26][CH3:27])=[O:25])=[CH:20][C:19]=2[F:28])=[N:7]1)=[O:5].CC[N:39](CC)CC.C1C=CC(P(N=[N+]=[N-])(C2C=CC=CC=2)=O)=CC=1.